From a dataset of Catalyst prediction with 721,799 reactions and 888 catalyst types from USPTO. Predict which catalyst facilitates the given reaction. Reactant: C1C=CC(P(C2C(C3C(P(C4C=CC=CC=4)C4C=CC=CC=4)=CC=C4C=3C=CC=C4)=C3C(C=CC=C3)=CC=2)C2C=CC=CC=2)=CC=1.C(=O)([O-])[O-].[Cs+].[Cs+].[NH2:53][CH:54]1[CH2:59][CH2:58][N:57]([C:60]([O:62][C:63]([CH3:66])([CH3:65])[CH3:64])=[O:61])[CH2:56][CH2:55]1.Br[C:68]1[CH:69]=[C:70]([CH:73]=[CH:74][CH:75]=1)[C:71]#[N:72]. Product: [C:71]([C:70]1[CH:69]=[C:68]([NH:53][CH:54]2[CH2:55][CH2:56][N:57]([C:60]([O:62][C:63]([CH3:66])([CH3:65])[CH3:64])=[O:61])[CH2:58][CH2:59]2)[CH:75]=[CH:74][CH:73]=1)#[N:72]. The catalyst class is: 160.